Regression. Given a peptide amino acid sequence and an MHC pseudo amino acid sequence, predict their binding affinity value. This is MHC class I binding data. From a dataset of Peptide-MHC class I binding affinity with 185,985 pairs from IEDB/IMGT. (1) The peptide sequence is PRFGSCYFL. The MHC is HLA-B08:02 with pseudo-sequence HLA-B08:02. The binding affinity (normalized) is 0.0847. (2) The peptide sequence is SIVLHIQLEH. The MHC is HLA-A31:01 with pseudo-sequence HLA-A31:01. The binding affinity (normalized) is 0.133. (3) The peptide sequence is ATYTGVFDK. The MHC is HLA-A01:01 with pseudo-sequence HLA-A01:01. The binding affinity (normalized) is 0.0847. (4) The peptide sequence is KAFSPEVIPMF. The MHC is HLA-B18:01 with pseudo-sequence HLA-B18:01. The binding affinity (normalized) is 0.0988. (5) The peptide sequence is RQGKPDWLL. The MHC is HLA-B48:01 with pseudo-sequence HLA-B48:01. The binding affinity (normalized) is 0.554.